This data is from Peptide-MHC class I binding affinity with 185,985 pairs from IEDB/IMGT. The task is: Regression. Given a peptide amino acid sequence and an MHC pseudo amino acid sequence, predict their binding affinity value. This is MHC class I binding data. (1) The peptide sequence is MFAPTLWAR. The MHC is Patr-A0101 with pseudo-sequence Patr-A0101. The binding affinity (normalized) is 0.961. (2) The peptide sequence is FLHEMDVVSL. The MHC is HLA-A68:02 with pseudo-sequence HLA-A68:02. The binding affinity (normalized) is 0.0404.